This data is from Forward reaction prediction with 1.9M reactions from USPTO patents (1976-2016). The task is: Predict the product of the given reaction. (1) Given the reactants [CH3:1][O:2][C:3]([C:5]1[CH:6]=[C:7]([Cl:24])[CH:8]=[C:9]2[C:14]=1[NH:13][CH:12]([C:15]1[CH:20]=[CH:19][CH:18]=[C:17](Br)[CH:16]=1)[C:11]([CH3:23])([CH3:22])[CH2:10]2)=[O:4].[CH3:25][N:26]1[CH2:31][CH2:30][NH:29][CH2:28][CH2:27]1.Cl.CN(C)CC(O)=O.C(=O)([O-])[O-].[K+].[K+], predict the reaction product. The product is: [CH3:1][O:2][C:3]([C:5]1[CH:6]=[C:7]([Cl:24])[CH:8]=[C:9]2[C:14]=1[NH:13][CH:12]([C:15]1[CH:20]=[CH:19][CH:18]=[C:17]([N:29]3[CH2:30][CH2:31][N:26]([CH3:25])[CH2:27][CH2:28]3)[CH:16]=1)[C:11]([CH3:23])([CH3:22])[CH2:10]2)=[O:4]. (2) Given the reactants [OH:1][C:2]1[C:7]([CH3:8])=[CH:6][C:5]([C:9]2[CH:14]=[CH:13][CH:12]=[C:11]([CH:15]=[O:16])[CH:10]=2)=[CH:4][C:3]=1[CH3:17].CC1C=CC(S(O[CH2:29][CH2:30][CH2:31][S:32]([CH3:35])(=[O:34])=[O:33])(=O)=O)=CC=1.C(=O)([O-])[O-].[Cs+].[Cs+], predict the reaction product. The product is: [CH3:8][C:7]1[CH:6]=[C:5]([C:9]2[CH:14]=[CH:13][CH:12]=[C:11]([CH:15]=[O:16])[CH:10]=2)[CH:4]=[C:3]([CH3:17])[C:2]=1[O:1][CH2:29][CH2:30][CH2:31][S:32]([CH3:35])(=[O:34])=[O:33]. (3) Given the reactants [Br:1][C:2]1[CH:7]=[CH:6][C:5](I)=[CH:4][C:3]=1[F:9].[CH3:10][S:11]SC.Cl.CCOCC, predict the reaction product. The product is: [Br:1][C:2]1[CH:7]=[CH:6][C:5]([S:11][CH3:10])=[CH:4][C:3]=1[F:9]. (4) Given the reactants [CH:1]([CH:3]=[CH2:4])=[O:2].Br[CH2:6][C:7]1[CH:20]=[CH:19][CH:18]=[CH:17][C:8]=1[O:9][Si](C(C)(C)C)(C)C, predict the reaction product. The product is: [CH3:4][CH:3]1[CH2:6][C:7]2[C:8](=[CH:17][CH:18]=[CH:19][CH:20]=2)[O:9][C:1]1=[O:2]. (5) Given the reactants C(O[C:6]([N:8]1[CH2:13][CH:12]=[C:11]([C:14]2[CH:19]=[C:18]([Cl:20])[CH:17]=[CH:16][C:15]=2C)[CH2:10][CH2:9]1)=O)(C)(C)C.BrC[C:24]1[N:28]([CH3:29])[N:27]([C:30]2[CH:35]=[CH:34][CH:33]=[CH:32][CH:31]=2)[C:26](=[O:36])[C:25]=1[Cl:37].[C:38](=O)([O-])[O-:39].[K+].[K+], predict the reaction product. The product is: [Cl:37][C:25]1[C:26](=[O:36])[N:27]([C:30]2[CH:35]=[CH:34][CH:33]=[CH:32][CH:31]=2)[N:28]([CH3:29])[C:24]=1[CH2:6][N:8]1[CH2:13][CH:12]=[C:11]([C:14]2[CH:19]=[C:18]([Cl:20])[CH:17]=[CH:16][C:15]=2[O:39][CH3:38])[CH2:10][CH2:9]1. (6) Given the reactants [C:1]([O:5][C:6]([N:8]1[CH2:13][CH2:12][CH:11]([CH2:14][CH2:15][OH:16])[CH2:10][CH2:9]1)=[O:7])([CH3:4])([CH3:3])[CH3:2].C(OCC)C, predict the reaction product. The product is: [C:1]([O:5][C:6]([N:8]1[CH2:13][CH2:12][CH:11]([CH2:14][CH:15]=[O:16])[CH2:10][CH2:9]1)=[O:7])([CH3:4])([CH3:3])[CH3:2]. (7) Given the reactants [CH:1]([C:3]1[CH2:4][CH:5]([CH2:9][C:10]2[N:11]=[CH:12][NH:13][CH:14]=2)[CH2:6][CH2:7][CH:8]=1)=[CH2:2].NN.[OH2:17].OO, predict the reaction product. The product is: [CH2:1]([C:3]1[CH2:4][CH:5]([CH2:9][C:10]2[NH:11][C:12](=[O:17])[NH:13][CH:14]=2)[CH2:6][CH2:7][CH:8]=1)[CH3:2].